This data is from Human Reference Interactome with 51,813 positive PPI pairs across 8,248 proteins, plus equal number of experimentally-validated negative pairs. The task is: Binary Classification. Given two protein amino acid sequences, predict whether they physically interact or not. Result: 0 (the proteins do not interact). Protein 2 (ENSG00000157890) has sequence MHTPSIRSITHDAQTSSTGSSAPGTALCTEECVHGRCVSPDTCHCEPGWGGPDCSSGCDSDHWGPHCSNRCQCQNGALCNPITGACVCAAGFRGWRCEELCAPGTHGKGCQLPCQCRHGASCDPRAGECLCAPGYTGVYCEELCPPGSHGAHCELRCPCQNGGTCHHITGECACPPGWTGAVCAQPCPPGTFGQNCSQDCPCHHGGQCDHVTGQCHCTAGYMGDRCQEECPFGSFGFQCSQHCDCHNGGQCSPTTGACECEPGYKGPRCQERLCPEGLHGPGCTLPCPCDADNTISCHPV.... Protein 1 (ENSG00000105889) has sequence MESRKDITNQEEIWKMKPRRNLEDNDYLHEDTGETSMLKRPVLLHLQQTAHADEFDCPSELQHAQELFPQWHLPIKIAAVMASLTFLYTLLREVIHPLATSHQQYFYKIPILVINKVLPMVSITLLALVYLPGVIAAIVQVHNGTKYKKFPHWLDKWMLTRKQFGLLSLFFAVLHAIYTLSYAMRRSYRYKLLNWAYQQVQQNKEDAWIEHDVWRMEIYVSLGIVGLAILALLAVTSIPSVSDSLTWREFHYIQAILTGSLVALCNFQATKLAKTQLVGTPNFWQEQQCGIHFPPPSKTR....